Dataset: Full USPTO retrosynthesis dataset with 1.9M reactions from patents (1976-2016). Task: Predict the reactants needed to synthesize the given product. (1) The reactants are: [ClH:1].C([N:9]1[CH2:18][CH2:17][C:16]2[N:15]=[C:14]([C:19]([O:21][CH3:22])=[O:20])[CH:13]=[CH:12][C:11]=2[CH2:10]1)C1C=CC=CC=1. Given the product [ClH:1].[N:15]1[C:16]2[CH2:17][CH2:18][NH:9][CH2:10][C:11]=2[CH:12]=[CH:13][C:14]=1[C:19]([O:21][CH3:22])=[O:20], predict the reactants needed to synthesize it. (2) Given the product [I:3][C:4]1[C:12]2[C:7](=[N:8][CH:9]=[N:10][C:11]=2[NH2:13])[N:6]([CH:14]2[CH2:19][CH2:18][N:17]([CH3:20])[CH2:16][CH2:15]2)[N:5]=1, predict the reactants needed to synthesize it. The reactants are: Cl.Cl.[I:3][C:4]1[C:12]2[C:7](=[N:8][CH:9]=[N:10][C:11]=2[NH2:13])[N:6]([CH:14]2[CH2:19][CH2:18][NH:17][CH2:16][CH2:15]2)[N:5]=1.[C:20](O[BH-](OC(=O)C)OC(=O)C)(=O)C.[Na+].C=O.[OH-].[Na+]. (3) Given the product [Cl:1][C:2]1[CH:3]=[CH:4][C:5]([C:8]2[CH:13]=[CH:12][CH:11]=[CH:10][C:9]=2[NH:14][C:15](=[O:17])[CH3:16])=[CH:6][CH:7]=1, predict the reactants needed to synthesize it. The reactants are: [Cl:1][C:2]1[CH:7]=[CH:6][C:5]([C:8]2[C:9]([NH2:14])=[CH:10][CH:11]=[CH:12][CH:13]=2)=[CH:4][CH:3]=1.[C:15](OC(=O)C)(=[O:17])[CH3:16].N1C=CC=CC=1.